This data is from Full USPTO retrosynthesis dataset with 1.9M reactions from patents (1976-2016). The task is: Predict the reactants needed to synthesize the given product. Given the product [CH3:15][C:14]([CH3:16])=[CH:13][CH2:12][CH2:11]/[C:9](/[CH3:10])=[CH:8]/[CH2:7][CH2:6]/[C:4](/[CH3:5])=[CH:3]/[CH:2]=[O:1], predict the reactants needed to synthesize it. The reactants are: [OH:1][CH2:2][CH:3]=[C:4]([CH2:6][CH2:7][CH:8]=[C:9]([CH2:11][CH2:12][CH:13]=[C:14]([CH3:16])[CH3:15])[CH3:10])[CH3:5].CC(OI1(OC(C)=O)(OC(C)=O)OC(=O)C2C=CC=CC1=2)=O.